Task: Regression. Given two drug SMILES strings and cell line genomic features, predict the synergy score measuring deviation from expected non-interaction effect.. Dataset: NCI-60 drug combinations with 297,098 pairs across 59 cell lines (1) Drug 1: CC=C1C(=O)NC(C(=O)OC2CC(=O)NC(C(=O)NC(CSSCCC=C2)C(=O)N1)C(C)C)C(C)C. Drug 2: C1=CC=C(C(=C1)C(C2=CC=C(C=C2)Cl)C(Cl)Cl)Cl. Cell line: UACC-257. Synergy scores: CSS=29.9, Synergy_ZIP=0.615, Synergy_Bliss=2.14, Synergy_Loewe=-42.6, Synergy_HSA=-1.45. (2) Drug 1: CC1CCC2CC(C(=CC=CC=CC(CC(C(=O)C(C(C(=CC(C(=O)CC(OC(=O)C3CCCCN3C(=O)C(=O)C1(O2)O)C(C)CC4CCC(C(C4)OC)OCCO)C)C)O)OC)C)C)C)OC. Drug 2: CC12CCC3C(C1CCC2O)C(CC4=C3C=CC(=C4)O)CCCCCCCCCS(=O)CCCC(C(F)(F)F)(F)F. Cell line: T-47D. Synergy scores: CSS=31.4, Synergy_ZIP=9.42, Synergy_Bliss=13.1, Synergy_Loewe=10.2, Synergy_HSA=16.8. (3) Drug 1: CNC(=O)C1=CC=CC=C1SC2=CC3=C(C=C2)C(=NN3)C=CC4=CC=CC=N4. Drug 2: CS(=O)(=O)OCCCCOS(=O)(=O)C. Cell line: 786-0. Synergy scores: CSS=8.63, Synergy_ZIP=-4.04, Synergy_Bliss=-0.435, Synergy_Loewe=-0.905, Synergy_HSA=-0.747. (4) Drug 1: CCN(CC)CCNC(=O)C1=C(NC(=C1C)C=C2C3=C(C=CC(=C3)F)NC2=O)C. Drug 2: CN(CC1=CN=C2C(=N1)C(=NC(=N2)N)N)C3=CC=C(C=C3)C(=O)NC(CCC(=O)O)C(=O)O. Cell line: MDA-MB-231. Synergy scores: CSS=0.0380, Synergy_ZIP=0.726, Synergy_Bliss=0.563, Synergy_Loewe=0.609, Synergy_HSA=-0.712. (5) Drug 1: CC(C1=C(C=CC(=C1Cl)F)Cl)OC2=C(N=CC(=C2)C3=CN(N=C3)C4CCNCC4)N. Drug 2: CC1C(C(CC(O1)OC2CC(CC3=C2C(=C4C(=C3O)C(=O)C5=C(C4=O)C(=CC=C5)OC)O)(C(=O)C)O)N)O.Cl. Cell line: MDA-MB-435. Synergy scores: CSS=33.5, Synergy_ZIP=4.73, Synergy_Bliss=11.0, Synergy_Loewe=6.42, Synergy_HSA=7.92. (6) Drug 1: CC1=CC=C(C=C1)C2=CC(=NN2C3=CC=C(C=C3)S(=O)(=O)N)C(F)(F)F. Drug 2: C1CC(=O)NC(=O)C1N2C(=O)C3=CC=CC=C3C2=O. Cell line: UACC62. Synergy scores: CSS=-1.38, Synergy_ZIP=1.31, Synergy_Bliss=1.80, Synergy_Loewe=-0.202, Synergy_HSA=0.00482.